From a dataset of Catalyst prediction with 721,799 reactions and 888 catalyst types from USPTO. Predict which catalyst facilitates the given reaction. (1) Reactant: [NH2:1][C:2]1[CH:6]=[CH:5][S:4][C:3]=1[C:7](=[S:9])[NH2:8].OO. Product: [N:1]1[S:9][C:7]([NH2:8])=[C:3]2[S:4][CH:5]=[CH:6][C:2]=12. The catalyst class is: 5. (2) Reactant: [N+:1]([C:4]1[CH:9]=[CH:8][CH:7]=[CH:6][C:5]=1[S:10][S:10][C:5]1[CH:6]=[CH:7][CH:8]=[CH:9][C:4]=1[N+:1]([O-:3])=[O:2])([O-:3])=[O:2].C1(P(C2C=CC=CC=2)C2C=CC=CC=2)C=CC=CC=1.SCCO.O. Product: [N+:1]([C:4]1[CH:9]=[CH:8][CH:7]=[CH:6][C:5]=1[SH:10])([O-:3])=[O:2]. The catalyst class is: 7. (3) Reactant: [Cl:1][C:2]1[CH:7]=[CH:6][C:5]([N:8]([C@H:12]2[C:21]3[C:16](=[CH:17][CH:18]=[CH:19][CH:20]=3)[N:15]([C:22](=[O:39])[C:23]3[CH:28]=[CH:27][C:26]([O:29][CH2:30][CH2:31][CH2:32][N:33]4[CH2:38][CH2:37][NH:36][CH2:35][CH2:34]4)=[CH:25][CH:24]=3)[C@@H:14]([CH3:40])[CH2:13]2)[C:9](=[O:11])[CH3:10])=[CH:4][CH:3]=1.[C:41](Cl)(=[O:43])[CH3:42].CCN(C(C)C)C(C)C. Product: [C:41]([N:36]1[CH2:35][CH2:34][N:33]([CH2:32][CH2:31][CH2:30][O:29][C:26]2[CH:27]=[CH:28][C:23]([C:22]([N:15]3[C:16]4[C:21](=[CH:20][CH:19]=[CH:18][CH:17]=4)[C@H:12]([N:8]([C:5]4[CH:6]=[CH:7][C:2]([Cl:1])=[CH:3][CH:4]=4)[C:9](=[O:11])[CH3:10])[CH2:13][C@@H:14]3[CH3:40])=[O:39])=[CH:24][CH:25]=2)[CH2:38][CH2:37]1)(=[O:43])[CH3:42]. The catalyst class is: 2. (4) Reactant: [CH:1]1([NH:4][C:5]([C:7]2[CH:8]=[CH:9][C:10]([CH3:34])=[C:11]([C:13]3[CH:14]=[C:15]4[C:20](=[CH:21][CH:22]=3)[C:19](=[O:23])[N:18]([CH2:24][C:25]3[CH:30]=[CH:29][N:28]=[CH:27][CH:26]=3)[CH:17]=[C:16]4[C:31](O)=[O:32])[CH:12]=2)=[O:6])[CH2:3][CH2:2]1.[NH2:35][CH:36]1[CH2:41][CH2:40][N:39]([C:42]([O:44][C:45]([CH3:48])([CH3:47])[CH3:46])=[O:43])[CH2:38][CH2:37]1.C(N(CC)C(C)C)(C)C.CN(C(ON1N=NC2C=CC=NC1=2)=[N+](C)C)C.F[P-](F)(F)(F)(F)F. Product: [C:45]([O:44][C:42]([N:39]1[CH2:40][CH2:41][CH:36]([NH:35][C:31]([C:16]2[C:15]3[C:20](=[CH:21][CH:22]=[C:13]([C:11]4[CH:12]=[C:7]([C:5](=[O:6])[NH:4][CH:1]5[CH2:2][CH2:3]5)[CH:8]=[CH:9][C:10]=4[CH3:34])[CH:14]=3)[C:19](=[O:23])[N:18]([CH2:24][C:25]3[CH:30]=[CH:29][N:28]=[CH:27][CH:26]=3)[CH:17]=2)=[O:32])[CH2:37][CH2:38]1)=[O:43])([CH3:48])([CH3:46])[CH3:47]. The catalyst class is: 7. (5) Reactant: [C-:1]#[N:2].[Na+].[C:4]([C:8]1[O:9][CH:10]=[C:11]([CH2:13]Cl)[N:12]=1)([CH3:7])([CH3:6])[CH3:5].[OH-].[Na+]. Product: [C:4]([C:8]1[O:9][CH:10]=[C:11]([CH2:13][C:1]#[N:2])[N:12]=1)([CH3:7])([CH3:6])[CH3:5]. The catalyst class is: 16. (6) Reactant: [Br:1][C:2]1[CH:3]=[C:4]([N+:9]([O-])=O)[C:5]([CH3:8])=[N:6][CH:7]=1.[CH:12]([Mg]Br)=[CH2:13]. Product: [Br:1][C:2]1[CH:7]=[N:6][C:5]([CH3:8])=[C:4]2[NH:9][CH:12]=[CH:13][C:3]=12. The catalyst class is: 1.